This data is from Catalyst prediction with 721,799 reactions and 888 catalyst types from USPTO. The task is: Predict which catalyst facilitates the given reaction. (1) Reactant: [Br:1][C:2]1[CH:11]=[C:10]2[C:5]([CH:6]([OH:14])[C:7]([CH3:13])([CH3:12])[CH2:8][O:9]2)=[CH:4][CH:3]=1.N1C=CN=C1.[CH3:20][C:21]([Si:24](Cl)([CH3:26])[CH3:25])([CH3:23])[CH3:22]. Product: [Br:1][C:2]1[CH:11]=[C:10]2[C:5]([CH:6]([O:14][Si:24]([C:21]([CH3:23])([CH3:22])[CH3:20])([CH3:26])[CH3:25])[C:7]([CH3:12])([CH3:13])[CH2:8][O:9]2)=[CH:4][CH:3]=1. The catalyst class is: 39. (2) Reactant: [CH2:1](Br)[C:2]1[CH:7]=[CH:6][CH:5]=[CH:4][CH:3]=1.[OH:9][C:10]1[CH:15]=[CH:14][C:13]([CH2:16][CH2:17][C:18]([OH:20])=[O:19])=[CH:12][CH:11]=1.C(=O)([O-])[O-].[K+].[K+]. Product: [OH:9][C:10]1[CH:11]=[CH:12][C:13]([CH2:16][CH2:17][C:18]([O:20][CH2:1][C:2]2[CH:7]=[CH:6][CH:5]=[CH:4][CH:3]=2)=[O:19])=[CH:14][CH:15]=1. The catalyst class is: 18. (3) Reactant: CC1C=CC(S(O[CH2:12][C@@H:13]([C:15]2[CH:20]=[CH:19][C:18]([F:21])=[C:17]([C:22]([F:25])([F:24])[F:23])[CH:16]=2)[OH:14])(=O)=O)=CC=1.[N-:26]=[N+:27]=[N-:28].[Na+]. Product: [N:26]([CH2:12][C@@H:13]([C:15]1[CH:20]=[CH:19][C:18]([F:21])=[C:17]([C:22]([F:25])([F:24])[F:23])[CH:16]=1)[OH:14])=[N+:27]=[N-:28]. The catalyst class is: 16.